From a dataset of Catalyst prediction with 721,799 reactions and 888 catalyst types from USPTO. Predict which catalyst facilitates the given reaction. Reactant: [OH-].[Na+].[CH3:3][O:4][C:5]1[CH:6]=[C:7]([CH:25]=[CH:26][C:27]=1[N+:28]([O-:30])=[O:29])[C:8]([C:10]1[N:18]2[C:13]([CH:14]=[CH:15][CH:16]=[CH:17]2)=[C:12]([C:19]([O:21]CC)=[O:20])[C:11]=1[CH3:24])=[O:9].CC1C(C(OCC)=O)=C2N(C=1)C=CC=C2. Product: [CH3:3][O:4][C:5]1[CH:6]=[C:7]([CH:25]=[CH:26][C:27]=1[N+:28]([O-:30])=[O:29])[C:8]([C:10]1[N:18]2[C:13]([CH:14]=[CH:15][CH:16]=[CH:17]2)=[C:12]([C:19]([OH:21])=[O:20])[C:11]=1[CH3:24])=[O:9]. The catalyst class is: 12.